Dataset: Forward reaction prediction with 1.9M reactions from USPTO patents (1976-2016). Task: Predict the product of the given reaction. (1) The product is: [CH3:11][O:10][C:8]1[CH:7]=[CH:6][C:3]([CH2:4][NH:12][C:13]2[CH:14]=[C:15]3[C:19]4=[C:20]([CH2:22][O:23][CH2:24][CH2:25][N:18]4[C@H:17]4[CH2:26][CH2:27][NH:28][CH2:29][C@@H:16]34)[CH:21]=2)=[C:2]([CH3:1])[CH:9]=1. Given the reactants [CH3:1][C:2]1[CH:9]=[C:8]([O:10][CH3:11])[CH:7]=[CH:6][C:3]=1[CH:4]=O.[NH2:12][C:13]1[CH:14]=[C:15]2[C:19]3=[C:20]([CH2:22][O:23][CH2:24][CH2:25][N:18]3[C@H:17]3[CH2:26][CH2:27][N:28](C(OC(C)(C)C)=O)[CH2:29][C@@H:16]23)[CH:21]=1, predict the reaction product. (2) Given the reactants [CH3:1][CH2:2][CH2:3][CH2:4][CH2:5][CH2:6][CH2:7][CH2:8][CH2:9][CH3:10].CCCCCCCC/C=C\CCCCCCCC[O:29]CCO, predict the reaction product. The product is: [CH3:1][CH2:2][CH2:3][CH2:4][CH2:5][CH2:6][CH2:7][CH2:8][CH2:9][CH3:10].[OH2:29]. (3) Given the reactants [CH3:1][C:2]1[N:3]=[C:4]([C:7]2([N:13]([C:17]3[CH:22]=[CH:21][CH:20]=[CH:19][CH:18]=3)[C:14](=[O:16])[CH3:15])[CH2:12][CH2:11][NH:10][CH2:9][CH2:8]2)[S:5][CH:6]=1.[F:23][C:24]([F:35])([F:34])[O:25][C:26]1[CH:33]=[CH:32][C:29]([CH:30]=O)=[CH:28][CH:27]=1.C(O[BH-](OC(=O)C)OC(=O)C)(=O)C.[Na+].C(OCC)(=O)C, predict the reaction product. The product is: [CH3:1][C:2]1[N:3]=[C:4]([C:7]2([N:13]([C:17]3[CH:18]=[CH:19][CH:20]=[CH:21][CH:22]=3)[C:14](=[O:16])[CH3:15])[CH2:12][CH2:11][N:10]([CH2:30][C:29]3[CH:32]=[CH:33][C:26]([O:25][C:24]([F:23])([F:34])[F:35])=[CH:27][CH:28]=3)[CH2:9][CH2:8]2)[S:5][CH:6]=1. (4) Given the reactants [C:1]([O:5][C:6]([NH:8][C@H:9]([C:17]([OH:19])=O)[CH2:10][C:11]1[CH:16]=[CH:15][CH:14]=[CH:13][CH:12]=1)=[O:7])([CH3:4])([CH3:3])[CH3:2].[C:20]([C:24]1[CH:50]=[CH:49][C:27]([C:28]([NH:30][C:31]2[CH:47]=[C:46]([NH2:48])[CH:45]=[CH:44][C:32]=2[C:33]([NH:35][C:36]2[CH:41]=[CH:40][C:39]([O:42][CH3:43])=[CH:38][CH:37]=2)=[O:34])=[O:29])=[CH:26][CH:25]=1)([CH3:23])([CH3:22])[CH3:21].C1(N=C=NC2CCCCC2)CCCCC1.C1C=NC2N(O)N=NC=2C=1, predict the reaction product. The product is: [C:20]([C:24]1[CH:50]=[CH:49][C:27]([C:28]([NH:30][C:31]2[CH:47]=[C:46]([NH:48][C:17](=[O:19])[C@H:9]([CH2:10][C:11]3[CH:12]=[CH:13][CH:14]=[CH:15][CH:16]=3)[NH:8][C:6]([O:5][C:1]([CH3:2])([CH3:3])[CH3:4])=[O:7])[CH:45]=[CH:44][C:32]=2[C:33]([NH:35][C:36]2[CH:41]=[CH:40][C:39]([O:42][CH3:43])=[CH:38][CH:37]=2)=[O:34])=[O:29])=[CH:26][CH:25]=1)([CH3:23])([CH3:21])[CH3:22]. (5) The product is: [F:8][C:6]1[CH:5]=[C:4]([CH2:9][C:10]([NH:12][C@H:13]([C:15]([NH:25][N:26]2[C:32](=[O:33])[CH:31]([CH2:34][CH:35]([CH3:37])[CH3:36])[C:30]3[CH:38]=[CH:39][CH:40]=[CH:41][C:29]=3[C:28]3[CH:42]=[CH:43][CH:44]=[CH:45][C:27]2=3)=[O:17])[CH3:14])=[O:11])[CH:3]=[C:2]([F:1])[CH:7]=1. Given the reactants [F:1][C:2]1[CH:3]=[C:4]([CH2:9][C:10]([NH:12][C@H:13]([C:15]([OH:17])=O)[CH3:14])=[O:11])[CH:5]=[C:6]([F:8])[CH:7]=1.C([NH:25][N:26]1[C:32](=[O:33])[CH:31]([CH2:34][CH:35]([CH3:37])[CH3:36])[C:30]2[CH:38]=[CH:39][CH:40]=[CH:41][C:29]=2[C:28]2[CH:42]=[CH:43][CH:44]=[CH:45][C:27]1=2)(OC(C)(C)C)=O, predict the reaction product. (6) Given the reactants C([O-])(=O)C.[K+].[B:15]1([B:15]2[O:19][C:18]([CH3:21])([CH3:20])[C:17]([CH3:23])([CH3:22])[O:16]2)[O:19][C:18]([CH3:21])([CH3:20])[C:17]([CH3:23])([CH3:22])[O:16]1.Br[C:25]1[CH:26]=[CH:27][C:28]([O:36][CH3:37])=[C:29]([NH:31][S:32]([CH3:35])(=[O:34])=[O:33])[CH:30]=1.C(Cl)Cl, predict the reaction product. The product is: [CH3:37][O:36][C:28]1[CH:27]=[CH:26][C:25]([B:15]2[O:16][C:17]([CH3:22])([CH3:23])[C:18]([CH3:20])([CH3:21])[O:19]2)=[CH:30][C:29]=1[NH:31][S:32]([CH3:35])(=[O:34])=[O:33]. (7) Given the reactants [CH3:1][N:2]1[C:7](=[O:8])[C:6]([NH:9][C:10]2[CH:15]=[CH:14][C:13]([N:16]3[CH2:21][CH2:20][N:19]([CH:22]4[CH2:25][O:24][CH2:23]4)[CH2:18][CH2:17]3)=[CH:12][N:11]=2)=[CH:5][C:4]([C:26]2[C:31]([CH:32]=[O:33])=[C:30]([N:34]3[CH:46]=[CH:45][N:37]4[C:38]5[CH2:39][CH2:40][CH2:41][CH2:42][C:43]=5[CH:44]=[C:36]4[C:35]3=[O:47])[N:29]=[CH:28][CH:27]=2)=[CH:3]1.[CH3:48]N1C=C(B2OC(C)(C)C(C)(C)O2)C=C(NC2C=CC(N3CCN(C4COC4)C[C@@H]3C)=CN=2)C1=O.C([O-])(=O)C.[Na+].C(#N)C, predict the reaction product. The product is: [CH3:1][N:2]1[C:7](=[O:8])[C:6]([NH:9][C:10]2[CH:15]=[CH:14][C:13]([N:16]3[CH2:21][CH2:20][N:19]([CH:22]4[CH2:25][O:24][CH2:23]4)[CH2:18][C@@H:17]3[CH3:48])=[CH:12][N:11]=2)=[CH:5][C:4]([C:26]2[C:31]([CH:32]=[O:33])=[C:30]([N:34]3[CH:46]=[CH:45][N:37]4[C:38]5[CH2:39][CH2:40][CH2:41][CH2:42][C:43]=5[CH:44]=[C:36]4[C:35]3=[O:47])[N:29]=[CH:28][CH:27]=2)=[CH:3]1.